Task: Regression. Given two drug SMILES strings and cell line genomic features, predict the synergy score measuring deviation from expected non-interaction effect.. Dataset: NCI-60 drug combinations with 297,098 pairs across 59 cell lines (1) Drug 1: C1=NC2=C(N=C(N=C2N1C3C(C(C(O3)CO)O)O)F)N. Drug 2: CC1=C(N=C(N=C1N)C(CC(=O)N)NCC(C(=O)N)N)C(=O)NC(C(C2=CN=CN2)OC3C(C(C(C(O3)CO)O)O)OC4C(C(C(C(O4)CO)O)OC(=O)N)O)C(=O)NC(C)C(C(C)C(=O)NC(C(C)O)C(=O)NCCC5=NC(=CS5)C6=NC(=CS6)C(=O)NCCC[S+](C)C)O. Cell line: RXF 393. Synergy scores: CSS=14.6, Synergy_ZIP=-3.27, Synergy_Bliss=2.82, Synergy_Loewe=-11.7, Synergy_HSA=-0.948. (2) Drug 1: CN1C2=C(C=C(C=C2)N(CCCl)CCCl)N=C1CCCC(=O)O.Cl. Drug 2: CC(C)CN1C=NC2=C1C3=CC=CC=C3N=C2N. Cell line: CCRF-CEM. Synergy scores: CSS=18.8, Synergy_ZIP=-5.00, Synergy_Bliss=-0.267, Synergy_Loewe=1.28, Synergy_HSA=1.04. (3) Drug 1: C1=CC(=CC=C1CCC2=CNC3=C2C(=O)NC(=N3)N)C(=O)NC(CCC(=O)O)C(=O)O. Drug 2: C#CCC(CC1=CN=C2C(=N1)C(=NC(=N2)N)N)C3=CC=C(C=C3)C(=O)NC(CCC(=O)O)C(=O)O. Cell line: TK-10. Synergy scores: CSS=26.8, Synergy_ZIP=2.26, Synergy_Bliss=-1.16, Synergy_Loewe=-1.63, Synergy_HSA=-1.58. (4) Drug 1: CN(C)C1=NC(=NC(=N1)N(C)C)N(C)C. Drug 2: CCN(CC)CCNC(=O)C1=C(NC(=C1C)C=C2C3=C(C=CC(=C3)F)NC2=O)C. Cell line: UACC62. Synergy scores: CSS=2.02, Synergy_ZIP=-0.0365, Synergy_Bliss=1.73, Synergy_Loewe=-1.83, Synergy_HSA=0.771.